From a dataset of Catalyst prediction with 721,799 reactions and 888 catalyst types from USPTO. Predict which catalyst facilitates the given reaction. (1) Reactant: FC(F)(F)C(O)=O.[CH2:8]([O:12][C:13]1[N:21]=[C:20]2[C:16]([N:17]=[C:18]([O:22][CH3:23])[NH:19]2)=[C:15]([NH2:24])[N:14]=1)[CH2:9][CH2:10][CH3:11].C(=O)([O-])[O-].[K+].[K+].Br[CH2:32][CH:33]1[CH2:38][CH2:37][CH2:36][CH2:35][O:34]1. Product: [CH2:8]([O:12][C:13]1[N:21]=[C:20]2[C:16]([N:17]=[C:18]([O:22][CH3:23])[N:19]2[CH2:32][CH:33]2[CH2:38][CH2:37][CH2:36][CH2:35][O:34]2)=[C:15]([NH2:24])[N:14]=1)[CH2:9][CH2:10][CH3:11]. The catalyst class is: 3. (2) Reactant: C([Zn][CH2:4][CH3:5])C.C1(C)C=CC=CC=1.[CH:13](/[O:20][Si:21]([CH3:24])([CH3:23])[CH3:22])=[CH:14]\[CH2:15][CH2:16][CH2:17][CH:18]=C.ICI. Product: [CH3:24][Si:21]([CH3:22])([CH3:23])[O:20][C@H:13]1[CH2:14][C@@H:15]1[CH2:16][CH2:17][CH2:18][CH:4]=[CH2:5]. The catalyst class is: 81.